From a dataset of Reaction yield outcomes from USPTO patents with 853,638 reactions. Predict the reaction yield, written as a fraction of the theoretical maximum amount of product (1.0 means a 100% yield; for example, 0.34 means a 34% yield). (1) The reactants are [CH2:1]([NH:3][C:4]1[CH:9]=[CH:8][N:7]=[CH:6][C:5]=1[NH2:10])[CH3:2].[NH2:11][C:12]1[C:13]([C:18](O)=O)=[N:14][CH:15]=[CH:16][N:17]=1. The catalyst is C(OCC)C. The product is [CH2:1]([N:3]1[C:4]2[CH:9]=[CH:8][N:7]=[CH:6][C:5]=2[N:10]=[C:18]1[C:13]1[C:12]([NH2:11])=[N:17][CH:16]=[CH:15][N:14]=1)[CH3:2]. The yield is 0.0600. (2) The reactants are [N+:1]([C:4]1[CH:9]=[CH:8][C:7]([N:10]2[CH2:15][CH2:14][O:13][CH2:12][CH2:11]2)=[CH:6][CH:5]=1)([O-])=O.N. The catalyst is CO.[Pd]. The product is [N:10]1([C:7]2[CH:8]=[CH:9][C:4]([NH2:1])=[CH:5][CH:6]=2)[CH2:11][CH2:12][O:13][CH2:14][CH2:15]1. The yield is 0.700. (3) The product is [CH3:19][C:16]1[CH:17]=[CH:18][C:13]2[N:14]([CH:2]=[C:3]([C:5]3[CH:10]=[CH:9][C:8]([CH3:11])=[CH:7][CH:6]=3)[N:12]=2)[CH:15]=1. The reactants are Br[CH2:2][C:3]([C:5]1[CH:10]=[CH:9][C:8]([CH3:11])=[CH:7][CH:6]=1)=O.[NH2:12][C:13]1(C)[CH:18]=[CH:17][C:16]([CH3:19])=[CH:15][NH:14]1.C([O-])([O-])=O.[K+].[K+].CCOCC. The catalyst is CCO. The yield is 0.661. (4) The reactants are [I:1][C:2]1[C:3]([NH:11]C(=O)C)=[CH:4][C:5]2[O:9][CH2:8][O:7][C:6]=2[CH:10]=1.[OH-].[Na+]. The catalyst is C(O)C.O. The product is [I:1][C:2]1[C:3]([NH2:11])=[CH:4][C:5]2[O:9][CH2:8][O:7][C:6]=2[CH:10]=1. The yield is 0.980. (5) The reactants are [H-].[H-].[H-].[H-].[Li+].[Al+3].[N:7]1[C:11]2[CH:12]=[CH:13][C:14]([C:16](O)=[O:17])=[CH:15][C:10]=2[NH:9][CH:8]=1. The catalyst is C1COCC1.C(Cl)Cl.CO.[O-2].[Mn+4].[O-2]. The product is [NH:7]1[C:11]2[CH:12]=[CH:13][C:14]([CH:16]=[O:17])=[CH:15][C:10]=2[N:9]=[CH:8]1. The yield is 0.600. (6) The reactants are [CH3:1][O:2][C:3]1[CH:27]=[CH:26][C:6]2[N:7]=[C:8]([N:10]3[C:14](=[O:15])[CH:13]=[C:12]([C:16]4[CH:21]=[CH:20][CH:19]=[C:18]([C:22]([F:25])([F:24])[F:23])[CH:17]=4)[NH:11]3)[S:9][C:5]=2[CH:4]=1.CO[CH:30](OC)[N:31]([CH3:33])[CH3:32].C(OCC)C. The catalyst is C1COCC1. The product is [CH3:1][O:2][C:3]1[CH:27]=[CH:26][C:6]2[N:7]=[C:8]([N:10]3[C:14](=[O:15])[C:13](=[CH:30][N:31]([CH3:33])[CH3:32])[C:12]([C:16]4[CH:21]=[CH:20][CH:19]=[C:18]([C:22]([F:25])([F:23])[F:24])[CH:17]=4)=[N:11]3)[S:9][C:5]=2[CH:4]=1. The yield is 0.860. (7) The reactants are [NH2:1][C:2]1[N:7]=[CH:6][C:5](/[CH:8]=[CH:9]/[C:10]([O:12]CC2C=CC=CC=2)=[O:11])=[CH:4][CH:3]=1.[OH-].[Na+]. The catalyst is CO. The product is [NH2:1][C:2]1[N:7]=[CH:6][C:5](/[CH:8]=[CH:9]/[C:10]([OH:12])=[O:11])=[CH:4][CH:3]=1. The yield is 0.720.